Dataset: Reaction yield outcomes from USPTO patents with 853,638 reactions. Task: Predict the reaction yield, written as a fraction of the theoretical maximum amount of product (1.0 means a 100% yield; for example, 0.34 means a 34% yield). (1) The reactants are [CH2:1]=[C:2]1[CH2:5][CH:4]([CH2:6][NH2:7])[CH2:3]1.C([O-])([O-])=O.[Na+].[Na+].Cl[C:15]([O:17][CH2:18][C:19]1[CH:24]=[CH:23][CH:22]=[CH:21][CH:20]=1)=[O:16].O. The catalyst is O1CCCC1. The product is [CH2:1]=[C:2]1[CH2:5][CH:4]([CH2:6][NH:7][C:15](=[O:16])[O:17][CH2:18][C:19]2[CH:24]=[CH:23][CH:22]=[CH:21][CH:20]=2)[CH2:3]1. The yield is 0.560. (2) The reactants are [Cl:1][C:2]1[CH:7]=[CH:6][N:5]=[CH:4][CH:3]=1.OS(O)(=O)=O.OO.[CH3:15][NH:16][CH:17]=[O:18]. No catalyst specified. The product is [Cl:1][C:2]1[CH:7]=[CH:6][N:5]=[C:4]([C:17]([NH:16][CH3:15])=[O:18])[CH:3]=1. The yield is 0.0530.